Dataset: Reaction yield outcomes from USPTO patents with 853,638 reactions. Task: Predict the reaction yield, written as a fraction of the theoretical maximum amount of product (1.0 means a 100% yield; for example, 0.34 means a 34% yield). (1) The reactants are [Cl:1][C:2]1[CH:3]=[C:4]([O:12][CH:13]2[CH2:18][CH2:17][O:16][CH2:15][CH2:14]2)[C:5]([CH3:11])=[C:6]([CH:10]=1)[C:7]([OH:9])=O.Cl.[NH2:20][CH2:21][C:22]1[C:27](=[O:28])[CH:26]=[C:25]([CH3:29])[NH:24][C:23]=1[CH3:30].C(Cl)CCl.C1C=NC2N(O)N=NC=2C=1.CN1CCOCC1.C([O-])(O)=O.[Na+]. The catalyst is C(Cl)Cl.O.CN(C)C=O. The product is [Cl:1][C:2]1[CH:3]=[C:4]([O:12][CH:13]2[CH2:18][CH2:17][O:16][CH2:15][CH2:14]2)[C:5]([CH3:11])=[C:6]([CH:10]=1)[C:7]([NH:20][CH2:21][C:22]1[C:27](=[O:28])[CH:26]=[C:25]([CH3:29])[NH:24][C:23]=1[CH3:30])=[O:9]. The yield is 0.455. (2) The reactants are Br[C:2]1[CH:3]=[CH:4][C:5]2[O:14][CH2:13][CH2:12][C:11]3[S:10][C:9]([C:15]4[N:16]([CH:20]([CH3:22])[CH3:21])[N:17]=[CH:18][N:19]=4)=[N:8][C:7]=3[C:6]=2[CH:23]=1.[CH3:24][S:25]([C:28]1[CH:29]=[C:30](B(O)O)[CH:31]=[N:32][CH:33]=1)(=[O:27])=[O:26]. No catalyst specified. The product is [CH:20]([N:16]1[C:15]([C:9]2[S:10][C:11]3[CH2:12][CH2:13][O:14][C:5]4[CH:4]=[CH:3][C:2]([C:30]5[CH:31]=[N:32][CH:33]=[C:28]([S:25]([CH3:24])(=[O:27])=[O:26])[CH:29]=5)=[CH:23][C:6]=4[C:7]=3[N:8]=2)=[N:19][CH:18]=[N:17]1)([CH3:22])[CH3:21]. The yield is 0.300. (3) The reactants are [NH2:1][C:2]1[CH:30]=[CH:29][C:5]([CH2:6][N:7]([CH:21]2[CH2:27][CH2:26][CH2:25][CH2:24][NH:23][C:22]2=[O:28])[S:8]([C:11]2[CH:16]=[CH:15][C:14]([C:17]([F:20])([F:19])[F:18])=[CH:13][CH:12]=2)(=[O:10])=[O:9])=[CH:4][CH:3]=1.N1C=CC=CC=1.[CH:37]1([C:40](Cl)=[O:41])[CH2:39][CH2:38]1.Cl. The catalyst is ClCCl. The product is [O:28]=[C:22]1[CH:21]([N:7]([CH2:6][C:5]2[CH:29]=[CH:30][C:2]([NH:1][C:40]([CH:37]3[CH2:39][CH2:38]3)=[O:41])=[CH:3][CH:4]=2)[S:8]([C:11]2[CH:12]=[CH:13][C:14]([C:17]([F:20])([F:18])[F:19])=[CH:15][CH:16]=2)(=[O:10])=[O:9])[CH2:27][CH2:26][CH2:25][CH2:24][NH:23]1. The yield is 0.140. (4) The reactants are Br[C:2]1[C:19]([NH:20][C:21](=[O:27])[CH2:22][C:23]([CH3:26])([CH3:25])[CH3:24])=[C:18]([CH3:28])[C:5]2[CH:6]([C:9]3[CH:14]=[CH:13][C:12]([CH:15]([CH3:17])[CH3:16])=[CH:11][CH:10]=3)[CH2:7][O:8][C:4]=2[C:3]=1[CH3:29].[C:30]1(B(O)O)[CH:35]=[CH:34][CH:33]=[CH:32][CH:31]=1. The catalyst is CCCCCC.C(OCC)(=O)C. The product is [CH:15]([C:12]1[CH:11]=[CH:10][C:9]([CH:6]2[C:5]3[C:18]([CH3:28])=[C:19]([NH:20][C:21](=[O:27])[CH2:22][C:23]([CH3:25])([CH3:24])[CH3:26])[C:2]([C:30]4[CH:35]=[CH:34][CH:33]=[CH:32][CH:31]=4)=[C:3]([CH3:29])[C:4]=3[O:8][CH2:7]2)=[CH:14][CH:13]=1)([CH3:16])[CH3:17]. The yield is 0.420. (5) The yield is 0.890. The product is [Br:16][C:17]1[C:22]([CH3:23])=[CH:21][C:20]([N+:24]([O-:26])=[O:25])=[CH:19][C:18]=1[CH2:27][NH:28][C:9](=[O:10])[O:11][C:12]([CH3:13])([CH3:14])[CH3:15]. The catalyst is C1COCC1. The reactants are [C:9](O[C:9]([O:11][C:12]([CH3:15])([CH3:14])[CH3:13])=[O:10])([O:11][C:12]([CH3:15])([CH3:14])[CH3:13])=[O:10].[Br:16][C:17]1[C:22]([CH3:23])=[CH:21][C:20]([N+:24]([O-:26])=[O:25])=[CH:19][C:18]=1[CH2:27][NH2:28]. (6) The reactants are [Cl:1][C:2]1[N:7]=[C:6]([O:8][C:9]2[CH:10]=[C:11]([CH2:16][OH:17])[CH:12]=[C:13]([CH3:15])[CH:14]=2)[C:5]([CH:18]([CH3:20])[CH3:19])=[C:4]([Cl:21])[N:3]=1.[Cr](Cl)([O-])(=O)=O.[NH+]1C=CC=CC=1. No catalyst specified. The product is [Cl:1][C:2]1[N:7]=[C:6]([O:8][C:9]2[CH:10]=[C:11]([CH:12]=[C:13]([CH3:15])[CH:14]=2)[CH:16]=[O:17])[C:5]([CH:18]([CH3:19])[CH3:20])=[C:4]([Cl:21])[N:3]=1. The yield is 0.730.